The task is: Predict which catalyst facilitates the given reaction.. This data is from Catalyst prediction with 721,799 reactions and 888 catalyst types from USPTO. (1) Reactant: [CH3:1][C:2]1[CH:3]=[C:4]([S:9]([C:12]2[CH:13]=[C:14]([C:18]3[CH:23]=[CH:22][C:21]([C:24]([F:27])([F:26])[F:25])=[CH:20][CH:19]=3)[CH:15]=[CH:16][CH:17]=2)(=[O:11])=[O:10])[CH:5]=[C:6]([CH3:8])[CH:7]=1.[Br:28]N1C(=O)CCC1=O.C(OOC(=O)C1C=CC=CC=1)(=O)C1C=CC=CC=1. Product: [Br:28][CH2:1][C:2]1[CH:3]=[C:4]([S:9]([C:12]2[CH:13]=[C:14]([C:18]3[CH:23]=[CH:22][C:21]([C:24]([F:26])([F:27])[F:25])=[CH:20][CH:19]=3)[CH:15]=[CH:16][CH:17]=2)(=[O:11])=[O:10])[CH:5]=[C:6]([CH3:8])[CH:7]=1. The catalyst class is: 53. (2) Reactant: [OH-].[Na+].[Br:3][C:4]1[CH:5]=[C:6]([N:10]2[CH2:14][CH2:13][CH:12]([C:15]([O:17]C)=[O:16])[CH2:11]2)[CH:7]=[CH:8][CH:9]=1. Product: [Br:3][C:4]1[CH:5]=[C:6]([N:10]2[CH2:14][CH2:13][CH:12]([C:15]([OH:17])=[O:16])[CH2:11]2)[CH:7]=[CH:8][CH:9]=1. The catalyst class is: 36.